This data is from Forward reaction prediction with 1.9M reactions from USPTO patents (1976-2016). The task is: Predict the product of the given reaction. (1) The product is: [CH2:27]([C:24]1[CH:23]=[CH:22][C:21]([NH:20][C:18](=[O:19])[NH:17][C:6]2([CH2:5][C:4]([O:3][CH2:1][CH3:2])=[O:35])[CH2:9][NH:8][CH2:7]2)=[CH:26][CH:25]=1)[CH2:28][CH2:29][CH2:30][CH2:31][CH2:32][CH2:33][CH3:34]. Given the reactants [CH2:1]([O:3][C:4](=[O:35])[CH2:5][C:6]1([NH:17][C:18]([NH:20][C:21]2[CH:26]=[CH:25][C:24]([CH2:27][CH2:28][CH2:29][CH2:30][CH2:31][CH2:32][CH2:33][CH3:34])=[CH:23][CH:22]=2)=[O:19])[CH2:9][N:8](C(OCCCC)=O)[CH2:7]1)[CH3:2].FC(F)(F)C(O)=O, predict the reaction product. (2) Given the reactants [OH:1][C:2]1[CH:3]=[C:4]([CH:8]=[C:9]([N:11]2[CH2:15][CH2:14][CH2:13][C:12]2=[O:16])[CH:10]=1)[C:5]([OH:7])=[O:6].[H-].[Na+].[CH2:19](Br)[CH:20]=[CH2:21].O.[OH-].[Li+], predict the reaction product. The product is: [CH2:21]([O:1][C:2]1[CH:3]=[C:4]([CH:8]=[C:9]([N:11]2[CH2:15][CH2:14][CH2:13][C:12]2=[O:16])[CH:10]=1)[C:5]([OH:7])=[O:6])[CH:20]=[CH2:19]. (3) Given the reactants [CH3:1][C@H:2]1[CH2:6][CH2:5][CH2:4][N:3]1[C:7]1[CH:8]=[C:9]([NH:13][C:14]2[C:15]3[N:31]=[CH:30][S:29][C:16]=3[N:17]=[C:18]([C:20]3[CH:28]=[CH:27][C:23]([C:24]([OH:26])=O)=[CH:22][CH:21]=3)[N:19]=2)[CH:10]=[CH:11][CH:12]=1.[CH3:32][N:33]([CH3:37])[CH2:34][CH2:35][NH2:36].CCN=C=NCCCN(C)C, predict the reaction product. The product is: [CH3:32][N:33]([CH3:37])[CH2:34][CH2:35][NH:36][C:24](=[O:26])[C:23]1[CH:22]=[CH:21][C:20]([C:18]2[N:19]=[C:14]([NH:13][C:9]3[CH:10]=[CH:11][CH:12]=[C:7]([N:3]4[CH2:4][CH2:5][CH2:6][C@@H:2]4[CH3:1])[CH:8]=3)[C:15]3[N:31]=[CH:30][S:29][C:16]=3[N:17]=2)=[CH:28][CH:27]=1. (4) Given the reactants [CH3:1][C:2]1[C:6]2[CH:7]=[C:8]([C:11]([OH:13])=O)[CH:9]=[CH:10][C:5]=2[O:4][N:3]=1.C1N=CN(C(N2C=NC=C2)=O)C=1.[CH2:26]([O:28][C:29](=[O:34])[CH2:30]C([O-])=O)[CH3:27].[K+].C(N(CC)CC)C.[Mg+2].[Cl-].[Cl-], predict the reaction product. The product is: [CH3:1][C:2]1[C:6]2[CH:7]=[C:8]([C:11](=[O:13])[CH2:30][C:29]([O:28][CH2:26][CH3:27])=[O:34])[CH:9]=[CH:10][C:5]=2[O:4][N:3]=1. (5) Given the reactants [CH3:1][C:2]1[CH:7]=[CH:6][C:5]([S:8]([O:11][CH2:12][CH2:13][N:14]2[CH2:18][CH2:17][NH:16][C:15]2=[O:19])(=[O:10])=[O:9])=[CH:4][CH:3]=1.[CH3:20][Si]([N-][Si](C)(C)C)(C)C.[Na+].IC, predict the reaction product. The product is: [CH3:1][C:2]1[CH:3]=[CH:4][C:5]([S:8]([O:11][CH2:12][CH2:13][N:14]2[CH2:18][CH2:17][N:16]([CH3:20])[C:15]2=[O:19])(=[O:10])=[O:9])=[CH:6][CH:7]=1. (6) Given the reactants [Cl:1][C:2]1[CH:7]=[CH:6][C:5]([N:8]2[C:12]3[CH:13]=[CH:14][CH:15]=[CH:16][C:11]=3[NH:10][S:9]2(=[O:18])=[O:17])=[CH:4][CH:3]=1.C1(P(C2C=CC=CC=2)C2C=CC=CC=2)C=CC=CC=1.[Br:38][CH2:39][CH2:40][CH2:41]O.CC(OC(/N=N/C(OC(C)C)=O)=O)C, predict the reaction product. The product is: [Br:38][CH2:39][CH2:40][CH2:41][N:10]1[S:9](=[O:17])(=[O:18])[N:8]([C:5]2[CH:6]=[CH:7][C:2]([Cl:1])=[CH:3][CH:4]=2)[C:12]2[CH:13]=[CH:14][CH:15]=[CH:16][C:11]1=2.